Predict the product of the given reaction. From a dataset of Forward reaction prediction with 1.9M reactions from USPTO patents (1976-2016). (1) The product is: [F:12][C:9]([F:10])([F:11])[C:8]1[N:16]=[CH:15][CH:14]=[CH:4][C:5]=1[C:6]#[N:7]. Given the reactants CN([C:4]([CH:14]=[CH2:15])=[C:5]([C:8](=O)[C:9]([F:12])([F:11])[F:10])[C:6]#[N:7])C.[NH3:16], predict the reaction product. (2) Given the reactants [H-].[Na+].[CH2:3]([O:5][C:6](=[O:9])[CH2:7][SH:8])[CH3:4].F[C:11]1[CH:21]=[CH:20][C:14]([CH2:15][O:16][C:17](=[O:19])[CH3:18])=[CH:13][C:12]=1[N+:22]([O-:24])=[O:23].O, predict the reaction product. The product is: [CH2:3]([O:5][C:6](=[O:9])[CH2:7][S:8][C:11]1[CH:21]=[CH:20][C:14]([CH2:15][O:16][C:17](=[O:19])[CH3:18])=[CH:13][C:12]=1[N+:22]([O-:24])=[O:23])[CH3:4].